From a dataset of Peptide-MHC class I binding affinity with 185,985 pairs from IEDB/IMGT. Regression. Given a peptide amino acid sequence and an MHC pseudo amino acid sequence, predict their binding affinity value. This is MHC class I binding data. (1) The peptide sequence is IYQEPFKNLK. The MHC is HLA-B57:01 with pseudo-sequence HLA-B57:01. The binding affinity (normalized) is 0. (2) The peptide sequence is QTFVVGCI. The MHC is H-2-Kk with pseudo-sequence H-2-Kk. The binding affinity (normalized) is 0.531. (3) The peptide sequence is KNNFWFWEY. The MHC is HLA-B57:01 with pseudo-sequence HLA-B57:01. The binding affinity (normalized) is 0.0847. (4) The peptide sequence is FPASFFIKL. The MHC is HLA-B35:01 with pseudo-sequence HLA-B35:01. The binding affinity (normalized) is 0.750. (5) The peptide sequence is FLRGRAYGI. The MHC is HLA-B08:01 with pseudo-sequence HLA-B08:01. The binding affinity (normalized) is 0.975. (6) The peptide sequence is FPVTPQVPLR. The MHC is HLA-A01:01 with pseudo-sequence HLA-A01:01. The binding affinity (normalized) is 0. (7) The peptide sequence is SEHFSLLFL. The MHC is HLA-B08:03 with pseudo-sequence YDSEYRNIFTNTYENIAYLSYNYYTWAVDAYTWY. The binding affinity (normalized) is 0.0847. (8) The peptide sequence is IPKSLAGPIS. The MHC is HLA-B07:02 with pseudo-sequence HLA-B07:02. The binding affinity (normalized) is 0.670.